Task: Predict the product of the given reaction.. Dataset: Forward reaction prediction with 1.9M reactions from USPTO patents (1976-2016) The product is: [CH:8]1[C:16]2[C:15]3[CH:17]=[CH:18][CH:19]=[CH:20][C:14]=3[O:13][C:12]=2[C:11]([C:21]2[CH:22]=[CH:23][C:24]([C:25]3[CH:26]=[CH:27][C:28]([C:31]([N:33]4[CH2:38][CH2:37][NH:36][CH:35]([C:46]([OH:48])=[O:47])[CH2:34]4)=[O:32])=[CH:29][CH:30]=3)=[CH:49][CH:50]=2)=[CH:10][CH:9]=1. Given the reactants FC(F)(F)C(O)=O.[CH:8]1[C:16]2[C:15]3[CH:17]=[CH:18][CH:19]=[CH:20][C:14]=3[O:13][C:12]=2[C:11]([C:21]2[CH:50]=[CH:49][C:24]([C:25]3[CH:30]=[CH:29][C:28]([C:31]([N:33]4[CH2:38][CH2:37][N:36](C(OC(C)(C)C)=O)[CH:35]([C:46]([O-:48])=[O:47])[CH2:34]4)=[O:32])=[CH:27][CH:26]=3)=[CH:23][CH:22]=2)=[CH:10][CH:9]=1, predict the reaction product.